This data is from Forward reaction prediction with 1.9M reactions from USPTO patents (1976-2016). The task is: Predict the product of the given reaction. (1) Given the reactants [NH2:1][C:2]1[CH:11]=[C:10]2[C:5]([C:6](=[O:40])[N:7]([C:31]3[CH:36]=[CH:35][CH:34]=[CH:33][C:32]=3[O:37][CH2:38][CH3:39])[C:8]([CH:12]([N:14]3[CH2:19][CH2:18][N:17]([C:20](=[O:30])[CH2:21][O:22][C:23]4[CH:28]=[CH:27][C:26]([Cl:29])=[CH:25][CH:24]=4)[CH2:16][CH2:15]3)[CH3:13])=[N:9]2)=[CH:4][CH:3]=1.[C:41](OC(=O)C)(=[O:43])[CH3:42], predict the reaction product. The product is: [Cl:29][C:26]1[CH:25]=[CH:24][C:23]([O:22][CH2:21][C:20]([N:17]2[CH2:18][CH2:19][N:14]([CH:12]([C:8]3[N:7]([C:31]4[CH:36]=[CH:35][CH:34]=[CH:33][C:32]=4[O:37][CH2:38][CH3:39])[C:6](=[O:40])[C:5]4[C:10](=[CH:11][C:2]([NH:1][C:41](=[O:43])[CH3:42])=[CH:3][CH:4]=4)[N:9]=3)[CH3:13])[CH2:15][CH2:16]2)=[O:30])=[CH:28][CH:27]=1. (2) Given the reactants [Cl:1][C:2]1[CH:3]=[CH:4][C:5]2[N:6]([CH:8]=[C:9]([NH:11][C:12]([C:14]3[CH:19]=[CH:18][C:17]([C:20]4([C:23]([O:25]C)=[O:24])[CH2:22][CH2:21]4)=[CH:16][CH:15]=3)=[O:13])[N:10]=2)[CH:7]=1.[OH-].[K+], predict the reaction product. The product is: [Cl:1][C:2]1[CH:3]=[CH:4][C:5]2[N:6]([CH:8]=[C:9]([NH:11][C:12]([C:14]3[CH:19]=[CH:18][C:17]([C:20]4([C:23]([OH:25])=[O:24])[CH2:21][CH2:22]4)=[CH:16][CH:15]=3)=[O:13])[N:10]=2)[CH:7]=1. (3) Given the reactants [CH3:1][C:2]1([CH3:14])[O:6][C:5](=[O:7])[NH:4][C@H:3]1[C:8]1[CH:13]=[CH:12][CH:11]=[CH:10][CH:9]=1.Br[C:16]1[CH:17]=[C:18]2[C:23](=[CH:24][CH:25]=1)[C:22](=[O:26])[NH:21][CH2:20][CH2:19]2, predict the reaction product. The product is: [CH3:1][C:2]1([CH3:14])[O:6][C:5](=[O:7])[N:4]([C:16]2[CH:17]=[C:18]3[C:23](=[CH:24][CH:25]=2)[C:22](=[O:26])[NH:21][CH2:20][CH2:19]3)[C@H:3]1[C:8]1[CH:9]=[CH:10][CH:11]=[CH:12][CH:13]=1. (4) Given the reactants Cl[CH2:2][C:3]1[C:4]([S:9][CH:10]([CH3:12])[CH3:11])=[N:5][CH:6]=[CH:7][CH:8]=1.C([O:15][C:16]([CH:18]1[CH2:20][CH:19]1[C:21]1[CH:26]=[CH:25][C:24]([OH:27])=[C:23]([Cl:28])[CH:22]=1)=[O:17])C, predict the reaction product. The product is: [Cl:28][C:23]1[CH:22]=[C:21]([CH:19]2[CH2:20][CH:18]2[C:16]([OH:17])=[O:15])[CH:26]=[CH:25][C:24]=1[O:27][CH2:2][C:3]1[C:4]([S:9][CH:10]([CH3:12])[CH3:11])=[N:5][CH:6]=[CH:7][CH:8]=1. (5) Given the reactants Cl[C:2]1[C:7]([NH2:8])=[C:6]([Cl:9])[N:5]=[C:4]([S:10][CH3:11])[N:3]=1.ClC1C2N=[C:20]([NH:22][C:23]3[C:28]([Cl:29])=[CH:27][CH:26]=[CH:25][C:24]=3[Cl:30])[S:19]C=2N=CN=1, predict the reaction product. The product is: [Cl:9][C:6]1[C:7]2[N:8]=[C:20]([NH:22][C:23]3[C:24]([Cl:30])=[CH:25][CH:26]=[CH:27][C:28]=3[Cl:29])[S:19][C:2]=2[N:3]=[C:4]([S:10][CH3:11])[N:5]=1.